This data is from Reaction yield outcomes from USPTO patents with 853,638 reactions. The task is: Predict the reaction yield, written as a fraction of the theoretical maximum amount of product (1.0 means a 100% yield; for example, 0.34 means a 34% yield). (1) The yield is 1.00. The catalyst is CC#N. The product is [C:28]1(=[O:29])[N:27]([O:12][C:1](=[O:13])[CH2:2][CH2:3][CH2:4][CH2:5][CH2:6][CH2:7][CH2:8][CH2:9][C:10]#[CH:11])[C:32](=[O:33])[CH2:31][CH2:30]1. The reactants are [C:1]([OH:13])(=[O:12])[CH2:2][CH2:3][CH2:4][CH2:5][CH2:6][CH2:7][CH2:8][CH2:9][C:10]#[CH:11].[B-](F)(F)(F)F.CN(C(O[N:27]1[C:32](=[O:33])[CH2:31][CH2:30][C:28]1=[O:29])=[N+](C)C)C. (2) The reactants are Cl[C:2]1[C:7]([N+:8]([O-:10])=[O:9])=[CH:6][CH:5]=[C:4]([Cl:11])[N:3]=1.C(=O)([O-])[O-].[Na+].[Na+].COC1C=CC(C2N=C3[N:32]([CH2:35][C:36]4[CH:37]=[C:38]5[C:43](=[CH:44][CH:45]=4)[N:42]=[CH:41][CH:40]=[CH:39]5)N=NC3=CC=2)=CC=1.O. The catalyst is C(O)C. The product is [Cl:11][C:4]1[N:3]=[C:2]([NH:32][CH2:35][C:36]2[CH:37]=[C:38]3[C:43](=[CH:44][CH:45]=2)[N:42]=[CH:41][CH:40]=[CH:39]3)[C:7]([N+:8]([O-:10])=[O:9])=[CH:6][CH:5]=1. The yield is 0.500. (3) The reactants are [NH:1]1[C:9]2[C:4](=[CH:5][CH:6]=[CH:7][CH:8]=2)[C:3]([C:10](=[O:59])[C:11]([NH:13][C:14]2[CH:19]=[CH:18][CH:17]=[C:16]([C:20]3[C:28]4[C:23](=[CH:24][CH:25]=[C:26]([C:29]5[N:33]=[CH:32][N:31](C(C6C=CC=CC=6)(C6C=CC=CC=6)C6C=CC=CC=6)[N:30]=5)[CH:27]=4)[N:22](C4CCCCO4)[N:21]=3)[CH:15]=2)=[O:12])=[CH:2]1. The catalyst is Cl.O1CCOCC1. The product is [NH:31]1[CH:32]=[N:33][C:29]([C:26]2[CH:27]=[C:28]3[C:23](=[CH:24][CH:25]=2)[NH:22][N:21]=[C:20]3[C:16]2[CH:15]=[C:14]([NH:13][C:11](=[O:12])[C:10]([C:3]3[C:4]4[C:9](=[CH:8][CH:7]=[CH:6][CH:5]=4)[NH:1][CH:2]=3)=[O:59])[CH:19]=[CH:18][CH:17]=2)=[N:30]1. The yield is 0.160. (4) The reactants are [NH2:1][C:2]1[CH:7]=[CH:6][C:5]([C:8]2([C:11]#[N:12])[CH2:10][CH2:9]2)=[CH:4][CH:3]=1.[CH3:13][O:14][C:15]1[CH:16]=[C:17]([CH:21]=[CH:22][C:23]=1[O:24][CH3:25])[C:18](Cl)=[O:19].C(N(CC)CC)C. The catalyst is C(Cl)Cl. The product is [C:11]([C:8]1([C:5]2[CH:4]=[CH:3][C:2]([NH:1][C:18](=[O:19])[C:17]3[CH:21]=[CH:22][C:23]([O:24][CH3:25])=[C:15]([O:14][CH3:13])[CH:16]=3)=[CH:7][CH:6]=2)[CH2:9][CH2:10]1)#[N:12]. The yield is 0.480. (5) The reactants are Cl.[F:2][C:3]1[C:4]([N+:24]([O-])=O)=[C:5]([O:22][CH3:23])[C:6]2[NH:10][C:9](=[O:11])[N:8]([C:12]3[CH:17]=[CH:16][C:15]([I:18])=[CH:14][C:13]=3[F:19])[C:7]=2[C:20]=1[F:21].C(OCC)(=O)C. The catalyst is CCCCCC.[Zn]. The product is [NH2:24][C:4]1[C:3]([F:2])=[C:20]([F:21])[C:7]2[N:8]([C:12]3[CH:17]=[CH:16][C:15]([I:18])=[CH:14][C:13]=3[F:19])[C:9](=[O:11])[NH:10][C:6]=2[C:5]=1[O:22][CH3:23]. The yield is 0.945. (6) The reactants are C(OC1C(=O)C=[CH:12][N:11](CC(F)(F)F)[CH:10]=1)C1C=CC=CC=1.Cl.Cl[CH:23]([C:28]1[C:29](=[O:37])[C:30]([OH:36])=[C:31]([CH3:35])[N:32]([CH3:34])[CH:33]=1)[C:24]([F:27])([F:26])[F:25].CNC.O. The catalyst is ClCCl.CO.ClCCl.C(#N)C. The product is [CH3:10][N:11]([CH3:12])[CH:23]([C:28]1[C:29](=[O:37])[C:30]([OH:36])=[C:31]([CH3:35])[N:32]([CH3:34])[CH:33]=1)[C:24]([F:27])([F:26])[F:25]. The yield is 0.560. (7) The reactants are [CH3:1][O:2][C@@H:3]([C@@H:33]([N:38]([CH3:46])[C:39](=[O:45])[C@H:40]([CH:42]([CH3:44])[CH3:43])[NH2:41])[C@@H:34]([CH3:37])[CH2:35][CH3:36])[CH2:4][C:5]([N:7]1[CH2:11][CH2:10][CH2:9][C@H:8]1[C@H:12]([O:31][CH3:32])[C@@H:13]([CH3:30])[C:14](=[O:29])[NH:15][C@H:16]([C:24]1[S:25][CH:26]=[CH:27][N:28]=1)[CH2:17][C:18]1[CH:23]=[CH:22][CH:21]=[CH:20][CH:19]=1)=[O:6].[C:47]([O:51][C:52]([N:54]1[CH2:58][CH2:57][C@@:56]([F:62])([C:59](O)=[O:60])[CH2:55]1)=[O:53])([CH3:50])([CH3:49])[CH3:48].CN(C(ON1N=NC2C=CC=NC1=2)=[N+](C)C)C.F[P-](F)(F)(F)(F)F.C(N(C(C)C)CC)(C)C. The catalyst is ClCCl. The product is [F:62][C@@:56]1([C:59](=[O:60])[NH:41][C@@H:40]([CH:42]([CH3:44])[CH3:43])[C:39]([N:38]([C@@H:33]([C@@H:34]([CH3:37])[CH2:35][CH3:36])[C@H:3]([O:2][CH3:1])[CH2:4][C:5]([N:7]2[CH2:11][CH2:10][CH2:9][C@H:8]2[C@H:12]([O:31][CH3:32])[C@@H:13]([CH3:30])[C:14](=[O:29])[NH:15][C@H:16]([C:24]2[S:25][CH:26]=[CH:27][N:28]=2)[CH2:17][C:18]2[CH:19]=[CH:20][CH:21]=[CH:22][CH:23]=2)=[O:6])[CH3:46])=[O:45])[CH2:57][CH2:58][N:54]([C:52]([O:51][C:47]([CH3:48])([CH3:49])[CH3:50])=[O:53])[CH2:55]1. The yield is 0.370. (8) The reactants are Cl.Cl.[Br:3][C:4]1[C:5]([NH:17][CH3:18])=[C:6]([C:14]([NH2:16])=[O:15])[S:7][C:8]=1[C:9]1[CH:10]=[N:11][NH:12][CH:13]=1.C([O-])(O)=O.[Na+].[C:24]1(=O)[CH2:29][CH2:28][CH2:27][CH2:26][CH2:25]1.CC1C=CC(S(O)(=O)=O)=CC=1.[O-]S([O-])(=O)=O.[Mg+2]. The catalyst is CN(C=O)C.CCOC(C)=O. The product is [Br:3][C:4]1[C:5]2[N:17]([CH3:18])[C:24]3([CH2:29][CH2:28][CH2:27][CH2:26][CH2:25]3)[NH:16][C:14](=[O:15])[C:6]=2[S:7][C:8]=1[C:9]1[CH:10]=[N:11][NH:12][CH:13]=1. The yield is 0.460.